Dataset: Forward reaction prediction with 1.9M reactions from USPTO patents (1976-2016). Task: Predict the product of the given reaction. (1) Given the reactants [CH:1]12[CH2:7][CH:4]([CH2:5][CH2:6]1)[CH2:3][C@@H:2]2[N:8]1[C:12]2=[C:13]3[S:19][CH:18]=[CH:17][C:14]3=[N:15][CH:16]=[C:11]2[N:10]=[C:9]1[CH2:20]Cl.[C:22]([O:26][C:27](=[O:33])[NH:28][S:29]([CH3:32])(=[O:31])=[O:30])([CH3:25])([CH3:24])[CH3:23].C(=O)([O-])[O-].[K+].[K+], predict the reaction product. The product is: [C:22]([O:26][C:27](=[O:33])[N:28]([CH2:20][C:9]1[N:8]([C@H:2]2[CH2:3][CH:4]3[CH2:7][CH:1]2[CH2:6][CH2:5]3)[C:12]2=[C:13]3[S:19][CH:18]=[CH:17][C:14]3=[N:15][CH:16]=[C:11]2[N:10]=1)[S:29]([CH3:32])(=[O:31])=[O:30])([CH3:25])([CH3:24])[CH3:23]. (2) The product is: [CH3:9][C:4]1[CH:5]=[CH:6][C:7]2[O:8][CH2:17][C:18](=[O:19])[NH:1][C:2]=2[N:3]=1. Given the reactants [NH2:1][C:2]1[C:7]([OH:8])=[CH:6][CH:5]=[C:4]([CH3:9])[N:3]=1.C(=O)(O)[O-].[Na+].O.Cl[CH2:17][C:18](Cl)=[O:19], predict the reaction product. (3) Given the reactants [F:1][C:2]1[CH:10]=[C:9]([N:11]2[C:19]3[CH2:18][C:17]([CH3:21])([CH3:20])[CH2:16][C:15](=[O:22])[C:14]=3[C:13]([CH3:23])=[CH:12]2)[CH:8]=[C:7]([NH:24][C@H:25]2[CH2:30][CH2:29][CH2:28][CH2:27][C@@H:26]2[OH:31])[C:3]=1[C:4]([NH2:6])=[O:5].[C:32]([NH:39][CH2:40][C:41](O)=[O:42])([O:34][C:35]([CH3:38])([CH3:37])[CH3:36])=[O:33].C(Cl)CCl, predict the reaction product. The product is: [C:35]([O:34][C:32]([NH:39][CH2:40][C:41]([O:31][C@H:26]1[CH2:27][CH2:28][CH2:29][CH2:30][C@@H:25]1[NH:24][C:7]1[CH:8]=[C:9]([N:11]2[C:19]3[CH2:18][C:17]([CH3:21])([CH3:20])[CH2:16][C:15](=[O:22])[C:14]=3[C:13]([CH3:23])=[CH:12]2)[CH:10]=[C:2]([F:1])[C:3]=1[C:4](=[O:5])[NH2:6])=[O:42])=[O:33])([CH3:38])([CH3:37])[CH3:36]. (4) Given the reactants N1C=CC=CC=1S[C:8](=[O:25])[CH2:9][CH2:10][C:11]1[CH:16]=[CH:15][C:14]([O:17][CH2:18][C:19]2[CH:24]=[CH:23][CH:22]=[CH:21][CH:20]=2)=[CH:13][CH:12]=1.[CH:26]1([Mg]Br)[CH2:30][CH2:29][CH2:28][CH2:27]1.CCOCC, predict the reaction product. The product is: [CH2:18]([O:17][C:14]1[CH:13]=[CH:12][C:11]([CH2:10][CH2:9][C:8]([CH:26]2[CH2:30][CH2:29][CH2:28][CH2:27]2)=[O:25])=[CH:16][CH:15]=1)[C:19]1[CH:20]=[CH:21][CH:22]=[CH:23][CH:24]=1.